Dataset: Reaction yield outcomes from USPTO patents with 853,638 reactions. Task: Predict the reaction yield, written as a fraction of the theoretical maximum amount of product (1.0 means a 100% yield; for example, 0.34 means a 34% yield). (1) The product is [OH:1][CH:2]([CH2:16][NH:20][CH:17]([CH3:19])[CH3:18])[CH2:3][O:4][C:5]1[CH:10]=[CH:9][C:8]([CH2:11][C:12]([O:14][CH3:15])=[O:13])=[CH:7][CH:6]=1. No catalyst specified. The yield is 1.00. The reactants are [O:1]1[CH2:16][CH:2]1[CH2:3][O:4][C:5]1[CH:10]=[CH:9][C:8]([CH2:11][C:12]([O:14][CH3:15])=[O:13])=[CH:7][CH:6]=1.[CH:17]([NH2:20])([CH3:19])[CH3:18].O. (2) The reactants are [Cl:1][C:2]1[CH:3]=[C:4]([CH:13]=[C:14]([Cl:16])[CH:15]=1)[C:5]([NH:7][NH:8][C:9](=[O:12])[CH2:10][Cl:11])=O.P(Cl)(Cl)(Cl)=O. The catalyst is C(#N)C. The product is [Cl:11][CH2:10][C:9]1[O:12][C:5]([C:4]2[CH:3]=[C:2]([Cl:1])[CH:15]=[C:14]([Cl:16])[CH:13]=2)=[N:7][N:8]=1. The yield is 0.880. (3) The catalyst is CN(C)C=O. The yield is 0.810. The reactants are [F:1][C:2]1[CH:7]=[CH:6][C:5]([N:8]2[C:12](=[O:13])[C:11]([C:14]([OH:16])=O)=[CH:10][N:9]2[CH3:17])=[CH:4][CH:3]=1.[NH2:18][C:19]1[CH:40]=[CH:39][C:22]([O:23][C:24]2[CH:25]=[CH:26][C:27]3[N:28]([CH:30]=[C:31]([NH:33][C:34]([CH:36]4[CH2:38][CH2:37]4)=[O:35])[N:32]=3)[CH:29]=2)=[C:21]([F:41])[CH:20]=1.CN(C(ON1N=NC2C=CC=NC1=2)=[N+](C)C)C.F[P-](F)(F)(F)(F)F.C(N(CC)C(C)C)(C)C. The product is [CH:36]1([C:34]([NH:33][C:31]2[N:32]=[C:27]3[CH:26]=[CH:25][C:24]([O:23][C:22]4[CH:39]=[CH:40][C:19]([NH:18][C:14]([C:11]5[C:12](=[O:13])[N:8]([C:5]6[CH:4]=[CH:3][C:2]([F:1])=[CH:7][CH:6]=6)[N:9]([CH3:17])[CH:10]=5)=[O:16])=[CH:20][C:21]=4[F:41])=[CH:29][N:28]3[CH:30]=2)=[O:35])[CH2:37][CH2:38]1. (4) The reactants are [CH3:1][N:2]1[CH:6]=[CH:5][CH:4]=[C:3]1[C:7]#[N:8].B(OC(C)C)(OC(C)C)OC(C)C.C([N-]C(C)C)(C)C.[Li+].Br[C:31]1[CH:36]=[CH:35][C:34]([C:37](=[O:39])[CH3:38])=[CH:33][CH:32]=1.C(=O)([O-])[O-].[Na+].[Na+]. The catalyst is O1CCCC1.C(COC)OC.O.[Pd].C1(P(C2C=CC=CC=2)C2C=CC=CC=2)C=CC=CC=1.C1(P(C2C=CC=CC=2)C2C=CC=CC=2)C=CC=CC=1.C1(P(C2C=CC=CC=2)C2C=CC=CC=2)C=CC=CC=1.C1(P(C2C=CC=CC=2)C2C=CC=CC=2)C=CC=CC=1. The product is [C:37]([C:34]1[CH:35]=[CH:36][C:31]([C:6]2[N:2]([CH3:1])[C:3]([C:7]#[N:8])=[CH:4][CH:5]=2)=[CH:32][CH:33]=1)(=[O:39])[CH3:38]. The yield is 0.550.